Dataset: Forward reaction prediction with 1.9M reactions from USPTO patents (1976-2016). Task: Predict the product of the given reaction. (1) Given the reactants [C:1]([O:4][C@@H:5]1[C@@H:18]([O:19][C:20](=[O:22])[CH3:21])[C@H:17]([O:23][C:24](=[O:26])[CH3:25])[CH2:16][S:15][C@H:6]1[O:7][C:8]1[C:9](Br)=[N:10][CH:11]=[CH:12][CH:13]=1)(=[O:3])[CH3:2].[CH3:27][C:28]1[O:32][C:31](B(O)O)=[CH:30][CH:29]=1, predict the reaction product. The product is: [C:1]([O:4][C@@H:5]1[C@@H:18]([O:19][C:20](=[O:22])[CH3:21])[C@H:17]([O:23][C:24](=[O:26])[CH3:25])[CH2:16][S:15][C@H:6]1[O:7][C:8]1[C:9]([C:31]2[O:32][C:28]([CH3:27])=[CH:29][CH:30]=2)=[N:10][CH:11]=[CH:12][CH:13]=1)(=[O:3])[CH3:2]. (2) Given the reactants [CH3:1][N:2]1[CH2:7][CH2:6][N:5]([C:8]2[C:16]3[O:15][C:14](=[O:17])[NH:13][C:12]=3[CH:11]=[CH:10][CH:9]=2)[CH2:4][CH2:3]1.[ClH:18], predict the reaction product. The product is: [ClH:18].[CH3:1][N:2]1[CH2:7][CH2:6][N:5]([C:8]2[C:16]3[O:15][C:14](=[O:17])[NH:13][C:12]=3[CH:11]=[CH:10][CH:9]=2)[CH2:4][CH2:3]1. (3) Given the reactants [CH3:1][O:2][C:3](=[O:12])[C:4]1[CH:9]=[CH:8][C:7]([CH:10]=O)=[CH:6][CH:5]=1.[CH2:13]([NH:16][CH:17]1[CH2:25][CH2:24][C:20]2[N:21]=[CH:22][S:23][C:19]=2[CH2:18]1)[CH2:14][CH3:15], predict the reaction product. The product is: [CH3:1][O:2][C:3](=[O:12])[C:4]1[CH:9]=[CH:8][C:7]([CH2:10][N:16]([CH2:13][CH2:14][CH3:15])[CH:17]2[CH2:25][CH2:24][C:20]3[N:21]=[CH:22][S:23][C:19]=3[CH2:18]2)=[CH:6][CH:5]=1. (4) Given the reactants C(OC([N:8]1[CH2:13][CH2:12][CH:11]([C:14]2[S:15][C:16]([CH2:20][O:21][C:22]3[CH:27]=[CH:26][C:25]([C:28]#[N:29])=[C:24]([Cl:30])[CH:23]=3)=[C:17]([CH3:19])[N:18]=2)[CH2:10][CH2:9]1)=O)(C)(C)C.C(OC(N1CCC(C2SC(CCl)=C(C)N=2)CC1)=O)(C)(C)C.ClC1C=C(O)C=CC=1C#N.FC(F)(F)C(O)=O, predict the reaction product. The product is: [Cl:30][C:24]1[CH:23]=[C:22]([O:21][CH2:20][C:16]2[S:15][C:14]([CH:11]3[CH2:12][CH2:13][NH:8][CH2:9][CH2:10]3)=[N:18][C:17]=2[CH3:19])[CH:27]=[CH:26][C:25]=1[C:28]#[N:29]. (5) Given the reactants COC1C=CC(C)=CC=1C(N[C@H]1CCC[C@@H]1NC1C=NC(C(F)(F)F)=CN=1)=O.Cl.[F:30][C:31]([F:46])([F:45])[C:32]1[N:33]=[CH:34][C:35]([NH:38][C@H:39]2[CH2:43][CH2:42][CH2:41][C@@H:40]2[NH2:44])=[N:36][CH:37]=1.[Cl:47][C:48]1[CH:49]=[CH:50][C:51]([N:57]2[CH:61]=[CH:60][CH:59]=[N:58]2)=[C:52]([CH:56]=1)[C:53](O)=[O:54], predict the reaction product. The product is: [Cl:47][C:48]1[CH:49]=[CH:50][C:51]([N:57]2[CH:61]=[CH:60][CH:59]=[N:58]2)=[C:52]([CH:56]=1)[C:53]([NH:44][C@H:40]1[CH2:41][CH2:42][CH2:43][C@@H:39]1[NH:38][C:35]1[CH:34]=[N:33][C:32]([C:31]([F:30])([F:45])[F:46])=[CH:37][N:36]=1)=[O:54]. (6) The product is: [CH3:34][C:31]1[CH:32]=[CH:33][C:28]([CH2:27][N:7]2[C:8]3[C:13](=[CH:12][C:11]([C:20]4[CH:25]=[CH:24][CH:23]=[C:22]([CH3:26])[CH:21]=4)=[CH:10][CH:9]=3)[C:14]3[C:15](=[O:19])[C:16](=[O:17])[O:4][CH2:5][C:6]2=3)=[CH:29][CH:30]=1. Given the reactants C([O:4][CH2:5][C:6]1[N:7]([CH2:27][C:28]2[CH:33]=[CH:32][C:31]([CH3:34])=[CH:30][CH:29]=2)[C:8]2[C:13]([C:14]=1[C:15](=[O:19])[C:16](O)=[O:17])=[CH:12][C:11]([C:20]1[CH:25]=[CH:24][CH:23]=[C:22]([CH3:26])[CH:21]=1)=[CH:10][CH:9]=2)(=O)C.[OH-].[K+].Cl, predict the reaction product. (7) Given the reactants [NH2:1][C:2]1[N:7]=[CH:6][C:5]([C:8]2[CH:13]=[CH:12][C:11]([N:14]3[C@@H:18]([C:19]4[CH:24]=[CH:23][CH:22]=[CH:21][CH:20]=4)[C:17]([CH3:26])([CH3:25])[O:16][C:15]3=[O:27])=[CH:10][CH:9]=2)=[CH:4][CH:3]=1.C1C(=O)N([Br:35])C(=O)C1, predict the reaction product. The product is: [NH2:1][C:2]1[N:7]=[CH:6][C:5]([C:8]2[CH:9]=[CH:10][C:11]([N:14]3[C@@H:18]([C:19]4[CH:24]=[CH:23][CH:22]=[CH:21][CH:20]=4)[C:17]([CH3:25])([CH3:26])[O:16][C:15]3=[O:27])=[CH:12][CH:13]=2)=[CH:4][C:3]=1[Br:35]. (8) Given the reactants C([O:9][C:10]1[C:15](=[O:16])[N:14]([CH3:17])[C:13]([CH:18]2[CH2:23][CH2:22][CH2:21][CH2:20][NH:19]2)=[N:12][C:11]=1[C:24]([O:26]C)=O)(=O)C1C=CC=CC=1.[CH2:28](OC(N1CCCCC1C(O)=O)=O)C1C=CC=CC=1.C(N(CC)CC)C.CI.[F:56][C:57]1[CH:64]=[CH:63][C:60]([CH2:61][NH2:62])=[CH:59][CH:58]=1, predict the reaction product. The product is: [F:56][C:57]1[CH:64]=[CH:63][C:60]([CH2:61][NH:62][C:24]([C:11]2[N:12]=[C:13]([CH:18]3[CH2:23][CH2:22][CH2:21][CH2:20][N:19]3[CH3:28])[N:14]([CH3:17])[C:15](=[O:16])[C:10]=2[OH:9])=[O:26])=[CH:59][CH:58]=1.